This data is from Full USPTO retrosynthesis dataset with 1.9M reactions from patents (1976-2016). The task is: Predict the reactants needed to synthesize the given product. (1) Given the product [F:16][C:17]([F:21])([F:20])[C:18]1[C:5]2[NH:6][C:7]3[C:12]([C:4]=2[CH:3]=[CH:2][N:1]=1)=[CH:11][CH:10]=[CH:9][CH:8]=3, predict the reactants needed to synthesize it. The reactants are: [NH2:1][C@H:2](C(O)=O)[CH2:3][C:4]1[C:12]2[C:7](=[CH:8][CH:9]=[CH:10][CH:11]=2)[NH:6][CH:5]=1.[F:16][C:17]([F:21])([F:20])[CH:18]=O.[Cr](O[Cr]([O-])(=O)=O)([O-])(=O)=O.[K+].[K+].[Cr](O[Cr]([O-])(=O)=O)([O-])(=O)=O.S([O-])([O-])=O.[Na+].[Na+].[OH-].[Na+]. (2) Given the product [S:20]1[C:21]2[CH:26]=[CH:25][CH:24]=[CH:23][C:22]=2[C:18]([N:15]2[CH2:14][CH2:13][N:12]([CH2:11][CH2:10][C:7]3[CH:6]=[CH:5][C:4]([NH2:1])=[CH:9][CH:8]=3)[CH2:17][CH2:16]2)=[N:19]1, predict the reactants needed to synthesize it. The reactants are: [N+:1]([C:4]1[CH:9]=[CH:8][C:7]([CH2:10][CH2:11][N:12]2[CH2:17][CH2:16][N:15]([C:18]3[C:22]4[CH:23]=[CH:24][CH:25]=[CH:26][C:21]=4[S:20][N:19]=3)[CH2:14][CH2:13]2)=[CH:6][CH:5]=1)([O-])=O.C(N(CC)CC)C. (3) Given the product [F:26][C:27]([F:32])([F:31])[C:28]([OH:30])=[O:29].[NH:8]1[CH2:13][CH2:12][CH2:11][CH2:10][CH:9]1[CH2:14][NH:15][C:16]1[N:17]=[C:18]2[CH:25]=[CH:24][CH:23]=[N:22][C:19]2=[N:20][CH:21]=1, predict the reactants needed to synthesize it. The reactants are: C(OC([N:8]1[CH2:13][CH2:12][CH2:11][CH2:10][CH:9]1[CH2:14][NH:15][C:16]1[N:17]=[C:18]2[CH:25]=[CH:24][CH:23]=[N:22][C:19]2=[N:20][CH:21]=1)=O)(C)(C)C.[F:26][C:27]([F:32])([F:31])[C:28]([OH:30])=[O:29]. (4) Given the product [Br:17][C:18]1[CH:22]=[C:21]([CH2:23][N:3]2[C:4]3[C:9](=[C:8]([C:11]([F:12])([F:14])[F:13])[C:7]([C:15]#[N:16])=[CH:6][CH:5]=3)[CH:10]=[C:2]2[CH3:1])[O:20][N:19]=1, predict the reactants needed to synthesize it. The reactants are: [CH3:1][C:2]1[NH:3][C:4]2[C:9]([CH:10]=1)=[C:8]([C:11]([F:14])([F:13])[F:12])[C:7]([C:15]#[N:16])=[CH:6][CH:5]=2.[Br:17][C:18]1[CH:22]=[C:21]([CH2:23]Cl)[O:20][N:19]=1. (5) Given the product [C:1]([O:5][C:6]([N:8]([CH2:14][C:15]1[CH:16]=[C:17]([O:22][CH3:23])[CH:18]=[CH:19][C:20]=1[CH:26]=[CH:25][C:24]([O:28][CH3:29])=[O:27])[CH2:9][C:10]([F:13])([F:12])[F:11])=[O:7])([CH3:4])([CH3:3])[CH3:2], predict the reactants needed to synthesize it. The reactants are: [C:1]([O:5][C:6]([N:8]([CH2:14][C:15]1[CH:16]=[C:17]([O:22][CH3:23])[CH:18]=[CH:19][C:20]=1Br)[CH2:9][C:10]([F:13])([F:12])[F:11])=[O:7])([CH3:4])([CH3:3])[CH3:2].[C:24]([O:28][CH3:29])(=[O:27])[CH:25]=[CH2:26].C1(C)C=CC=CC=1P(C1C=CC=CC=1C)C1C=CC=CC=1C.C(N(C(C)C)CC)(C)C.